Dataset: Reaction yield outcomes from USPTO patents with 853,638 reactions. Task: Predict the reaction yield, written as a fraction of the theoretical maximum amount of product (1.0 means a 100% yield; for example, 0.34 means a 34% yield). The reactants are [Cl:1][C:2]1[CH:23]=[CH:22][C:5]([CH2:6][NH:7][C:8]([C:10]2[CH:11]=[N:12][C:13]3[C:18]([C:19]=2[OH:20])=[CH:17][CH:16]=[CH:15][C:14]=3I)=[O:9])=[CH:4][CH:3]=1.[CH2:24]([OH:27])[C:25]#[CH:26]. The catalyst is C(NCC)C.[Cu](I)I.Cl[Pd](Cl)([P](C1C=CC=CC=1)(C1C=CC=CC=1)C1C=CC=CC=1)[P](C1C=CC=CC=1)(C1C=CC=CC=1)C1C=CC=CC=1. The product is [Cl:1][C:2]1[CH:23]=[CH:22][C:5]([CH2:6][NH:7][C:8]([C:10]2[C:19](=[O:20])[C:18]3[C:13]4=[C:14]([CH:26]=[C:25]([CH2:24][OH:27])[N:12]4[CH:11]=2)[CH:15]=[CH:16][CH:17]=3)=[O:9])=[CH:4][CH:3]=1. The yield is 0.520.